Predict the reaction yield, written as a fraction of the theoretical maximum amount of product (1.0 means a 100% yield; for example, 0.34 means a 34% yield). From a dataset of Reaction yield outcomes from USPTO patents with 853,638 reactions. (1) The reactants are [CH2:1]([O:4][CH2:5][CH2:6][O:7][CH2:8][CH2:9][O:10][CH2:11][CH2:12][OH:13])[C:2]#[CH:3].[C:14]1([CH3:24])[CH:19]=[CH:18][C:17]([S:20](Cl)(=[O:22])=[O:21])=[CH:16][CH:15]=1. The catalyst is N1C=CC=CC=1. The yield is 0.937. The product is [CH3:24][C:14]1[CH:19]=[CH:18][C:17]([S:20]([O:13][CH2:12][CH2:11][O:10][CH2:9][CH2:8][O:7][CH2:6][CH2:5][O:4][CH2:1][C:2]#[CH:3])(=[O:22])=[O:21])=[CH:16][CH:15]=1. (2) The reactants are [CH2:1]([O:3][C:4]1[CH:9]=[CH:8][C:7]([C:10](=O)[CH2:11][C:12](=O)[C:13]([F:16])([F:15])[F:14])=[CH:6][C:5]=1[C:19]([F:22])([F:21])[F:20])[CH3:2].[NH2:23][C:24]1[C:28]([C:29]2[CH:34]=[CH:33][N:32]=[CH:31][CH:30]=2)=[CH:27][NH:26][N:25]=1. No catalyst specified. The product is [CH2:1]([O:3][C:4]1[CH:9]=[CH:8][C:7]([C:10]2[CH:11]=[C:12]([C:13]([F:16])([F:15])[F:14])[N:25]3[N:26]=[CH:27][C:28]([C:29]4[CH:34]=[CH:33][N:32]=[CH:31][CH:30]=4)=[C:24]3[N:23]=2)=[CH:6][C:5]=1[C:19]([F:22])([F:21])[F:20])[CH3:2]. The yield is 0.570. (3) The reactants are [Cl:1][C:2]1[CH:3]=[CH:4][C:5]([O:12][CH3:13])=[C:6]([S:8](Cl)(=[O:10])=[O:9])[CH:7]=1.[N:14]1[CH:19]=[CH:18][CH:17]=[C:16]([NH2:20])[CH:15]=1. The catalyst is CN(C1C=CN=CC=1)C.N1C=CC=CC=1. The product is [Cl:1][C:2]1[CH:3]=[CH:4][C:5]([O:12][CH3:13])=[C:6]([S:8]([NH:20][C:16]2[CH:15]=[N:14][CH:19]=[CH:18][CH:17]=2)(=[O:10])=[O:9])[CH:7]=1. The yield is 0.380. (4) The reactants are C([O:3][C:4]([C@H:6]1[C@@H:11]([N:12]([CH2:33][CH2:34][CH:35]2[CH2:37][CH2:36]2)[C:13](=[O:32])[CH2:14][C:15]2[NH:20][C:19]3[CH:21]=[CH:22][C:23]([NH:25][S:26]([CH3:29])(=[O:28])=[O:27])=[CH:24][C:18]=3[S:17](=[O:31])(=[O:30])[N:16]=2)[C@H:10]2[CH2:38][C@@H:7]1[CH2:8][CH2:9]2)=O)C.[O-]CC.[Na+].Cl. The catalyst is C(O)C. The product is [CH:35]1([CH2:34][CH2:33][N:12]2[C:13](=[O:32])[C:14]([C:15]3[NH:20][C:19]4[CH:21]=[CH:22][C:23]([NH:25][S:26]([CH3:29])(=[O:27])=[O:28])=[CH:24][C:18]=4[S:17](=[O:30])(=[O:31])[N:16]=3)=[C:4]([OH:3])[C@H:6]3[C@@H:11]2[C@H:10]2[CH2:38][C@@H:7]3[CH2:8][CH2:9]2)[CH2:36][CH2:37]1. The yield is 0.229. (5) The reactants are [CH3:1][O:2][C:3]([C:5]1[N:6]([CH3:17])[C:7]2[C:8]3[CH:9]=[N:10][NH:11][C:12]=3[CH2:13][CH2:14][C:15]=2[CH:16]=1)=[O:4].C(C1C(=O)C(Cl)=C(Cl)C(=O)C=1C#N)#N. The catalyst is O1CCOCC1. The product is [CH3:1][O:2][C:3]([C:5]1[N:6]([CH3:17])[C:7]2[C:15]([CH:16]=1)=[CH:14][CH:13]=[C:12]1[C:8]=2[CH:9]=[N:10][NH:11]1)=[O:4]. The yield is 0.670. (6) The reactants are [CH2:1]([O:8][C@H:9]1[CH2:14][CH2:13][CH2:12][CH2:11][C@@H:10]1[NH:15][C:16]1[CH:23]=[C:22]([N:24]2[C:32]3[CH2:31][C:30]([CH3:34])([CH3:33])[CH2:29][C:28](=[O:35])[C:27]=3[C:26]([CH2:36][CH3:37])=[N:25]2)[CH:21]=[CH:20][C:17]=1[C:18]#[N:19])[C:2]1[CH:7]=[CH:6][CH:5]=[CH:4][CH:3]=1.C([OH:40])C.[OH-].[K+].OO. The catalyst is CS(C)=O.CCOC(C)=O.O. The product is [CH2:1]([O:8][C@H:9]1[CH2:14][CH2:13][CH2:12][CH2:11][C@@H:10]1[NH:15][C:16]1[CH:23]=[C:22]([N:24]2[C:32]3[CH2:31][C:30]([CH3:33])([CH3:34])[CH2:29][C:28](=[O:35])[C:27]=3[C:26]([CH2:36][CH3:37])=[N:25]2)[CH:21]=[CH:20][C:17]=1[C:18]([NH2:19])=[O:40])[C:2]1[CH:3]=[CH:4][CH:5]=[CH:6][CH:7]=1. The yield is 0.780. (7) The reactants are [CH:1]1([C:4]2[NH:5][C:6]3[C:11]([CH:12]=2)=[CH:10][C:9]([N+:13]([O-])=O)=[CH:8][CH:7]=3)[CH2:3][CH2:2]1. The catalyst is CO.[Ni]. The product is [CH:1]1([C:4]2[NH:5][C:6]3[C:11]([CH:12]=2)=[CH:10][C:9]([NH2:13])=[CH:8][CH:7]=3)[CH2:3][CH2:2]1. The yield is 0.560. (8) The reactants are [F:1][C:2]1[CH:7]=[C:6]([I:8])[CH:5]=[CH:4][C:3]=1[NH:9][C:10]1[N:11]([CH3:43])[C:12](=[O:42])[C:13]([CH3:41])=[C:14]2[C:19]=1[C:18](=[O:20])[N:17]([CH2:21][C:22]1[CH:27]=[CH:26][C:25]([O:28][CH3:29])=[CH:24][CH:23]=1)[C:16](=[O:30])[N:15]2[C:31]1[CH:32]=[C:33]([CH:38]=[CH:39][CH:40]=1)[C:34]([O:36]C)=[O:35].O[Li].O.O. The catalyst is C1COCC1.CO. The product is [F:1][C:2]1[CH:7]=[C:6]([I:8])[CH:5]=[CH:4][C:3]=1[NH:9][C:10]1[N:11]([CH3:43])[C:12](=[O:42])[C:13]([CH3:41])=[C:14]2[C:19]=1[C:18](=[O:20])[N:17]([CH2:21][C:22]1[CH:23]=[CH:24][C:25]([O:28][CH3:29])=[CH:26][CH:27]=1)[C:16](=[O:30])[N:15]2[C:31]1[CH:32]=[C:33]([CH:38]=[CH:39][CH:40]=1)[C:34]([OH:36])=[O:35]. The yield is 0.637.